Dataset: Catalyst prediction with 721,799 reactions and 888 catalyst types from USPTO. Task: Predict which catalyst facilitates the given reaction. Reactant: [CH3:1][O:2][C:3]1[C:8]2[O:9][CH2:10][CH2:11][O:12][C:7]=2[C:6]([C:13]([O:15][CH3:16])=[O:14])=[CH:5][CH:4]=1.[Cl:17]N1C(=O)CCC1=O. Product: [Cl:17][C:4]1[CH:5]=[C:6]([C:13]([O:15][CH3:16])=[O:14])[C:7]2[O:12][CH2:11][CH2:10][O:9][C:8]=2[C:3]=1[O:2][CH3:1]. The catalyst class is: 10.